This data is from CYP1A2 inhibition data for predicting drug metabolism from PubChem BioAssay. The task is: Regression/Classification. Given a drug SMILES string, predict its absorption, distribution, metabolism, or excretion properties. Task type varies by dataset: regression for continuous measurements (e.g., permeability, clearance, half-life) or binary classification for categorical outcomes (e.g., BBB penetration, CYP inhibition). Dataset: cyp1a2_veith. The molecule is Oc1cc(CN2COc3ccccc32)c(O)cc1CNC1CCCCC1. The result is 0 (non-inhibitor).